Dataset: Cav3 T-type calcium channel HTS with 100,875 compounds. Task: Binary Classification. Given a drug SMILES string, predict its activity (active/inactive) in a high-throughput screening assay against a specified biological target. (1) The drug is S(=O)(=O)(N(C)C)c1ccc(C(=O)N(Cc2[nH]c3c(c(=O)n2)cc(OC)c(OC)c3)CC)cc1. The result is 0 (inactive). (2) The molecule is s1c(N2C(=O)C3C4C(/C(C3C2=O)CC4)=C(/C)C)nc(c1CC)c1ccccc1. The result is 0 (inactive). (3) The compound is s1c2CC(C(C)(C)C)CCc2c(c1NC(=O)c1[nH]n2C(CC(N=c2n1)C)C(F)F)C#N. The result is 0 (inactive).